This data is from NCI-60 drug combinations with 297,098 pairs across 59 cell lines. The task is: Regression. Given two drug SMILES strings and cell line genomic features, predict the synergy score measuring deviation from expected non-interaction effect. (1) Drug 1: CC1C(C(CC(O1)OC2CC(OC(C2O)C)OC3=CC4=CC5=C(C(=O)C(C(C5)C(C(=O)C(C(C)O)O)OC)OC6CC(C(C(O6)C)O)OC7CC(C(C(O7)C)O)OC8CC(C(C(O8)C)O)(C)O)C(=C4C(=C3C)O)O)O)O. Drug 2: C1CNP(=O)(OC1)N(CCCl)CCCl. Cell line: UACC62. Synergy scores: CSS=22.8, Synergy_ZIP=0.0851, Synergy_Bliss=-0.449, Synergy_Loewe=-63.5, Synergy_HSA=-1.50. (2) Drug 1: CC1C(C(CC(O1)OC2CC(CC3=C2C(=C4C(=C3O)C(=O)C5=C(C4=O)C(=CC=C5)OC)O)(C(=O)C)O)N)O.Cl. Drug 2: CCCS(=O)(=O)NC1=C(C(=C(C=C1)F)C(=O)C2=CNC3=C2C=C(C=N3)C4=CC=C(C=C4)Cl)F. Cell line: MDA-MB-231. Synergy scores: CSS=0.272, Synergy_ZIP=-2.22, Synergy_Bliss=-4.41, Synergy_Loewe=-25.5, Synergy_HSA=-6.58. (3) Drug 1: CC(C)CN1C=NC2=C1C3=CC=CC=C3N=C2N. Drug 2: COCCOC1=C(C=C2C(=C1)C(=NC=N2)NC3=CC=CC(=C3)C#C)OCCOC.Cl. Cell line: MOLT-4. Synergy scores: CSS=-6.18, Synergy_ZIP=2.39, Synergy_Bliss=1.05, Synergy_Loewe=-8.02, Synergy_HSA=-6.44. (4) Drug 1: COC1=C2C(=CC3=C1OC=C3)C=CC(=O)O2. Drug 2: COCCOC1=C(C=C2C(=C1)C(=NC=N2)NC3=CC=CC(=C3)C#C)OCCOC.Cl. Cell line: COLO 205. Synergy scores: CSS=4.23, Synergy_ZIP=6.41, Synergy_Bliss=3.10, Synergy_Loewe=4.74, Synergy_HSA=-0.527.